Task: Predict the reactants needed to synthesize the given product.. Dataset: Full USPTO retrosynthesis dataset with 1.9M reactions from patents (1976-2016) (1) The reactants are: [CH2:1]([N:5]([CH2:7][C:8]1[CH:9]=[C:10]([CH:15]=[C:16]([CH3:18])[CH:17]=1)[C:11]([O:13]C)=[O:12])[CH3:6])[CH:2]([CH3:4])[CH3:3].O.[OH-].[Li+]. Given the product [CH2:1]([N:5]([CH2:7][C:8]1[CH:9]=[C:10]([CH:15]=[C:16]([CH3:18])[CH:17]=1)[C:11]([OH:13])=[O:12])[CH3:6])[CH:2]([CH3:4])[CH3:3], predict the reactants needed to synthesize it. (2) The reactants are: [Br:1]N1C(=O)CCC1=O.C(OOC(=O)C1C=CC=CC=1)(=O)C1C=CC=CC=1.[C:27]([O:30][C@@H:31]1[C@@H:36]([O:37][C:38](=[O:40])[CH3:39])[C@H:35]([O:41][C:42](=[O:44])[CH3:43])[C@@H:34]([CH2:45][O:46][C:47](=[O:49])[CH3:48])[O:33][C@H:32]1[C:50]1[CH:55]=[C:54]([CH3:56])[CH:53]=[CH:52][C:51]=1[O:57][CH2:58][CH3:59])(=[O:29])[CH3:28]. Given the product [C:27]([O:30][C@@H:31]1[C@@H:36]([O:37][C:38](=[O:40])[CH3:39])[C@H:35]([O:41][C:42](=[O:44])[CH3:43])[C@@H:34]([CH2:45][O:46][C:47](=[O:49])[CH3:48])[O:33][C@H:32]1[C:50]1[CH:55]=[C:54]([CH2:56][Br:1])[CH:53]=[CH:52][C:51]=1[O:57][CH2:58][CH3:59])(=[O:29])[CH3:28], predict the reactants needed to synthesize it. (3) Given the product [F:1][C:2]([F:21])([F:20])[C:3]1[CH:4]=[C:5]([CH:8]=[CH:9][C:10]=1[O:11][CH2:12][O:13][CH2:14][CH2:15][Si:16]([CH3:19])([CH3:18])[CH3:17])[CH2:6][Cl:22], predict the reactants needed to synthesize it. The reactants are: [F:1][C:2]([F:21])([F:20])[C:3]1[CH:4]=[C:5]([CH:8]=[CH:9][C:10]=1[O:11][CH2:12][O:13][CH2:14][CH2:15][Si:16]([CH3:19])([CH3:18])[CH3:17])[CH2:6]O.[Cl:22]C(N(C)C)=C(C)C. (4) Given the product [F:22][C:23]1[CH:29]=[CH:28][CH:27]=[C:26]([F:30])[C:24]=1[NH:25][C:2]1[CH:11]=[CH:10][C:9]2[C:4](=[C:5]([C:12]3[NH:20][C:19]4[CH2:18][CH2:17][NH:16][C:15](=[O:21])[C:14]=4[CH:13]=3)[CH:6]=[CH:7][CH:8]=2)[N:3]=1, predict the reactants needed to synthesize it. The reactants are: Cl[C:2]1[CH:11]=[CH:10][C:9]2[C:4](=[C:5]([C:12]3[NH:20][C:19]4[CH2:18][CH2:17][NH:16][C:15](=[O:21])[C:14]=4[CH:13]=3)[CH:6]=[CH:7][CH:8]=2)[N:3]=1.[F:22][C:23]1[CH:29]=[CH:28][CH:27]=[C:26]([F:30])[C:24]=1[NH2:25].CC(C1C=C(C(C)C)C(C2C(P(C3CCCCC3)C3CCCCC3)=C(OC)C=CC=2OC)=C(C(C)C)C=1)C. (5) Given the product [CH2:1]([N:8]([CH2:25][CH3:26])[C:9]1[CH:10]=[CH:11][C:12]([C:15]2[CH:19]=[C:18]([CH2:20][O:21][C:22](=[O:24])[NH2:23])[O:17][N:16]=2)=[CH:13][CH:14]=1)[C:2]1[CH:7]=[CH:6][CH:5]=[CH:4][CH:3]=1, predict the reactants needed to synthesize it. The reactants are: [CH2:1]([NH:8][C:9]1[CH:14]=[CH:13][C:12]([C:15]2[CH:19]=[C:18]([CH2:20][O:21][C:22](=[O:24])[NH2:23])[O:17][N:16]=2)=[CH:11][CH:10]=1)[C:2]1[CH:7]=[CH:6][CH:5]=[CH:4][CH:3]=1.[CH:25](=O)[CH3:26]. (6) Given the product [CH2:1]([O:3][C:4]([C:6]1[N:7]=[C:8]2[CH:13]=[C:12]([CH3:14])[CH:11]=[CH:10][N:9]2[C:15]=1[C:21]1[CH:22]=[CH:23][C:18]([F:17])=[CH:19][CH:20]=1)=[O:5])[CH3:2], predict the reactants needed to synthesize it. The reactants are: [CH2:1]([O:3][C:4]([C:6]1[N:7]=[C:8]2[CH:13]=[C:12]([CH3:14])[CH:11]=[CH:10][N:9]2[C:15]=1Br)=[O:5])[CH3:2].[F:17][C:18]1[CH:23]=[CH:22][C:21](B(O)O)=[CH:20][CH:19]=1.C([O-])(O)=O.[Na+].